This data is from Catalyst prediction with 721,799 reactions and 888 catalyst types from USPTO. The task is: Predict which catalyst facilitates the given reaction. (1) Reactant: [CH3:1][C:2]1[CH:7]=[CH:6][N:5]=[CH:4][C:3]=1[N:8]1[CH2:17][CH2:16][C:15]2[C:10](=[CH:11][C:12]([N+:18]([O-])=O)=[CH:13][CH:14]=2)[C:9]1=[O:21]. Product: [NH2:18][C:12]1[CH:11]=[C:10]2[C:15]([CH2:16][CH2:17][N:8]([C:3]3[CH:4]=[N:5][CH:6]=[CH:7][C:2]=3[CH3:1])[C:9]2=[O:21])=[CH:14][CH:13]=1. The catalyst class is: 19. (2) Reactant: [CH2:1]([O:8][C:9]([NH:11][CH2:12][C:13]1([NH:19]C(=O)OC(C)(C)C)[CH2:18][CH2:17][O:16][CH2:15][CH2:14]1)=[O:10])[C:2]1[CH:7]=[CH:6][CH:5]=[CH:4][CH:3]=1.FC(F)(F)C(O)=O. Product: [NH2:19][C:13]1([CH2:12][NH:11][C:9](=[O:10])[O:8][CH2:1][C:2]2[CH:7]=[CH:6][CH:5]=[CH:4][CH:3]=2)[CH2:18][CH2:17][O:16][CH2:15][CH2:14]1. The catalyst class is: 2. (3) Reactant: [CH2:1]([NH:8][C:9]([C:11]1[S:15][C:14]([N:16]2[CH2:20][CH2:19][N:18]([CH2:21][C:22]3[CH:23]=[C:24]([CH:30]=[CH:31][CH:32]=3)[C:25]([O:27]CC)=[O:26])[C:17]2=[O:33])=[N:13][C:12]=1[CH3:34])=[O:10])[C:2]1[CH:7]=[CH:6][CH:5]=[CH:4][CH:3]=1.O.[OH-].[Li+]. Product: [CH2:1]([NH:8][C:9]([C:11]1[S:15][C:14]([N:16]2[CH2:20][CH2:19][N:18]([CH2:21][C:22]3[CH:23]=[C:24]([CH:30]=[CH:31][CH:32]=3)[C:25]([OH:27])=[O:26])[C:17]2=[O:33])=[N:13][C:12]=1[CH3:34])=[O:10])[C:2]1[CH:7]=[CH:6][CH:5]=[CH:4][CH:3]=1. The catalyst class is: 30. (4) Reactant: [OH:1][C:2]1[C:11]([OH:12])=[C:10]([O:13][CH3:14])[CH:9]=[CH:8][C:3]=1[C:4]([O:6][CH3:7])=[O:5].C1(C)C=CC(S(O[CH2:25][C:26]2([CH2:32]OS(C3C=CC(C)=CC=3)(=O)=O)[CH2:31][CH2:30][O:29][CH2:28][CH2:27]2)(=O)=O)=CC=1.C([O-])([O-])=O.[K+].[K+]. Product: [CH3:7][O:6][C:4]([C:3]1[C:2]2[O:1][CH2:32][C:26]3([CH2:31][CH2:30][O:29][CH2:28][CH2:27]3)[CH2:25][O:12][C:11]=2[C:10]([O:13][CH3:14])=[CH:9][CH:8]=1)=[O:5]. The catalyst class is: 16. (5) Reactant: Cl[C:2]1[N:3]=[C:4]([NH:18][CH3:19])[C:5]2[N:6]=[C:7]([NH:14][CH2:15][CH2:16][CH3:17])[N:8]=[C:9]([NH:12][CH3:13])[C:10]=2[N:11]=1.[CH3:20][NH:21][CH3:22]. Product: [CH3:20][N:21]([CH3:22])[C:2]1[N:3]=[C:4]([NH:18][CH3:19])[C:5]2[N:6]=[C:7]([NH:14][CH2:15][CH2:16][CH3:17])[N:8]=[C:9]([NH:12][CH3:13])[C:10]=2[N:11]=1. The catalyst class is: 51. (6) Reactant: [C:1]([O:5][C:6]([N:8]1[CH2:11][CH:10]([O:12][C:13]2[CH:18]=[C:17]([Cl:19])[CH:16]=[CH:15][C:14]=2[O:20][CH2:21][C:22]([O:24]CC)=[O:23])[CH2:9]1)=[O:7])([CH3:4])([CH3:3])[CH3:2].[OH-].[Na+].C(Cl)Cl.OS([O-])(=O)=O.[K+]. Product: [C:1]([O:5][C:6]([N:8]1[CH2:11][CH:10]([O:12][C:13]2[CH:18]=[C:17]([Cl:19])[CH:16]=[CH:15][C:14]=2[O:20][CH2:21][C:22]([OH:24])=[O:23])[CH2:9]1)=[O:7])([CH3:4])([CH3:2])[CH3:3]. The catalyst class is: 5.